Dataset: Full USPTO retrosynthesis dataset with 1.9M reactions from patents (1976-2016). Task: Predict the reactants needed to synthesize the given product. (1) Given the product [F:1][C:2]1[CH:7]=[CH:6][C:5]([C:8]#[C:9][C:10]([N:13]2[CH2:18][CH2:17][C:16]([CH2:25][C:26]([OH:27])([CH3:29])[CH3:28])([C:19]3[CH:20]=[CH:21][CH:22]=[CH:23][CH:24]=3)[O:15][C:14]2=[O:30])([CH3:12])[CH3:11])=[CH:4][CH:3]=1, predict the reactants needed to synthesize it. The reactants are: [F:1][C:2]1[CH:7]=[CH:6][C:5]([C:8]#[C:9][C:10]([N:13]2[CH2:18][CH2:17][C:16]([CH2:25][C:26]3([CH3:29])[CH2:28][O:27]3)([C:19]3[CH:24]=[CH:23][CH:22]=[CH:21][CH:20]=3)[O:15][C:14]2=[O:30])([CH3:12])[CH3:11])=[CH:4][CH:3]=1.O. (2) Given the product [CH3:31][CH:32]1[CH2:30][CH2:29][CH2:39][CH2:38][N:37]1[CH2:36][C:35]#[C:34][C:2]1[N:3]=[C:4]2[CH:10]=[CH:9][N:8]([CH2:11][O:12][CH2:13][CH2:14][Si:15]([CH3:18])([CH3:17])[CH3:16])[C:5]2=[N:6][CH:7]=1, predict the reactants needed to synthesize it. The reactants are: Br[C:2]1[N:3]=[C:4]2[CH:10]=[CH:9][N:8]([CH2:11][O:12][CH2:13][CH2:14][Si:15]([CH3:18])([CH3:17])[CH3:16])[C:5]2=[N:6][CH:7]=1.C(C1CCCCN1C)C#C.[CH2:29]1[CH2:39][CH2:38][N:37]2[C:32](=N[CH2:34][CH2:35][CH2:36]2)[CH2:31][CH2:30]1. (3) Given the product [F:30][C:29]([F:32])([F:31])[C:25]1[N:24]=[C:23]([C:2]2[C:7]([C:8]3[CH:9]=[CH:10][N:11]4[N:14]=[CH:15][C:16]([C:17]([O:19][CH2:20][CH3:21])=[O:18])=[C:12]4[N:13]=3)=[CH:6][CH:5]=[CH:4][N:3]=2)[CH:28]=[CH:27][CH:26]=1, predict the reactants needed to synthesize it. The reactants are: Cl[C:2]1[C:7]([C:8]2[N:13]=[CH:12][N:11]3[N:14]=[CH:15][C:16]([C:17]([O:19][CH2:20][CH3:21])=[O:18])=[C:10]3[CH:9]=2)=[CH:6][CH:5]=[CH:4][N:3]=1.Br[C:23]1[CH:28]=[CH:27][CH:26]=[C:25]([C:29]([F:32])([F:31])[F:30])[N:24]=1. (4) The reactants are: [NH2:1][C:2]1[CH:3]=[CH:4][C:5]([F:19])=[C:6]([C@:8]2([CH3:18])[C:14]([F:16])([F:15])[CH2:13][O:12][CH2:11][C:10]([NH2:17])=[N:9]2)[CH:7]=1.[F:20][CH:21]([F:33])[CH2:22][O:23][C:24]1[N:25]=[CH:26][C:27]([C:30]([OH:32])=[O:31])=[N:28][CH:29]=1. Given the product [CH:30]([OH:32])=[O:31].[NH2:17][C:10]1[CH2:11][O:12][CH2:13][C:14]([F:15])([F:16])[C@:8]([C:6]2[CH:7]=[C:2]([NH:1][C:30]([C:27]3[CH:26]=[N:25][C:24]([O:23][CH2:22][CH:21]([F:33])[F:20])=[CH:29][N:28]=3)=[O:31])[CH:3]=[CH:4][C:5]=2[F:19])([CH3:18])[N:9]=1, predict the reactants needed to synthesize it.